From a dataset of Full USPTO retrosynthesis dataset with 1.9M reactions from patents (1976-2016). Predict the reactants needed to synthesize the given product. (1) Given the product [CH3:20][O:19][C:15]1[CH:14]=[C:13]([C:12](=[O:11])[CH2:2][C:1]#[N:3])[CH:18]=[CH:17][CH:16]=1, predict the reactants needed to synthesize it. The reactants are: [C:1](#[N:3])[CH3:2].C([Li])CCC.C([O:11][C:12](=O)[C:13]1[CH:18]=[CH:17][CH:16]=[C:15]([O:19][CH3:20])[CH:14]=1)C.[OH-].[Na+]. (2) The reactants are: [OH:1][C:2]1[CH:11]=[C:10]2[C:5]([CH2:6][CH2:7][CH:8]([NH:12][C:13](=[O:19])[O:14][C:15]([CH3:18])([CH3:17])[CH3:16])[CH2:9]2)=[CH:4][CH:3]=1.[N+]([C:23]1[CH:28]=[CH:27][N:26]=[C:25]([NH:29][C:30]([CH:32]2[CH2:34][CH2:33]2)=[O:31])[CH:24]=1)([O-])=O.C(=O)([O-])[O-].[Cs+].[Cs+]. Given the product [CH:32]1([C:30]([NH:29][C:25]2[CH:24]=[C:23]([O:1][C:2]3[CH:11]=[C:10]4[C:5]([CH2:6][CH2:7][CH:8]([NH:12][C:13](=[O:19])[O:14][C:15]([CH3:16])([CH3:18])[CH3:17])[CH2:9]4)=[CH:4][CH:3]=3)[CH:28]=[CH:27][N:26]=2)=[O:31])[CH2:33][CH2:34]1, predict the reactants needed to synthesize it. (3) Given the product [C:14]12([NH:13][CH2:12][C:11]3[CH:10]=[CH:9][C:4]([C:5]([O:7][CH3:8])=[O:6])=[CH:3][C:2]=3[O:18][CH2:17]1)[CH2:16][CH2:15]2, predict the reactants needed to synthesize it. The reactants are: Br[C:2]1[CH:3]=[C:4]([CH:9]=[CH:10][C:11]=1[CH2:12][NH:13][C:14]1([CH2:17][OH:18])[CH2:16][CH2:15]1)[C:5]([O:7][CH3:8])=[O:6].C([O-])([O-])=O.[K+].[K+]. (4) Given the product [CH3:30][C:27]1[CH:28]=[CH:29][C:24]([N:22]2[C:21](=[O:31])[N:14]3[C:15](=[O:20])[NH:16][C:17]4[CH:18]=[CH:19][C:10]([C:8]#[C:7][C:1]5[CH:6]=[CH:5][CH:4]=[CH:3][CH:2]=5)=[CH:11][C:12]=4[C:13]3=[N:23]2)=[CH:25][CH:26]=1, predict the reactants needed to synthesize it. The reactants are: [C:1]1([C:7]#[CH:8])[CH:6]=[CH:5][CH:4]=[CH:3][CH:2]=1.Br[C:10]1[CH:19]=[CH:18][C:17]2[NH:16][C:15](=[O:20])[N:14]3[C:21](=[O:31])[N:22]([C:24]4[CH:29]=[CH:28][C:27]([CH3:30])=[CH:26][CH:25]=4)[N:23]=[C:13]3[C:12]=2[CH:11]=1.C1(P(C2C=CC=CC=2)C2C=CC=CC=2)C=CC=CC=1. (5) Given the product [OH:6][CH2:7][C:8]1[CH:9]=[CH:10][C:11]([C:12]([C:14]2[CH:15]=[N:16][CH:17]=[C:18]([CH:21]=2)[C:19]#[N:20])=[O:13])=[CH:22][CH:23]=1, predict the reactants needed to synthesize it. The reactants are: C([SiH2][O:6][C:7](C)(C)[C:8]1[CH:23]=[CH:22][C:11]([C:12]([C:14]2[CH:15]=[N:16][CH:17]=[C:18]([CH:21]=2)[C:19]#[N:20])=[O:13])=[CH:10][CH:9]=1)(C)(C)C.C(=O)(O)[O-].[Na+]. (6) Given the product [C:1]([O:5][C:6]([N:8]1[CH2:13][CH2:12][CH:11]([N:14]([CH2:15][C:16]2[CH:21]=[CH:20][CH:19]=[C:18]([C:22]3[CH:27]=[CH:26][N:25]=[C:24]([Cl:28])[N:23]=3)[CH:17]=2)[CH2:29][CH2:30][CH3:31])[CH2:10][CH2:9]1)=[O:7])([CH3:4])([CH3:2])[CH3:3], predict the reactants needed to synthesize it. The reactants are: [C:1]([O:5][C:6]([N:8]1[CH2:13][CH2:12][CH:11]([NH:14][CH2:15][C:16]2[CH:21]=[CH:20][CH:19]=[C:18]([C:22]3[CH:27]=[CH:26][N:25]=[C:24]([Cl:28])[N:23]=3)[CH:17]=2)[CH2:10][CH2:9]1)=[O:7])([CH3:4])([CH3:3])[CH3:2].[CH:29](=O)[CH2:30][CH3:31].